From a dataset of Forward reaction prediction with 1.9M reactions from USPTO patents (1976-2016). Predict the product of the given reaction. Given the reactants Cl[C:2]1[N:3]([CH:12]([CH3:14])[CH3:13])[C:4]2[CH:9]=[C:8]([Cl:10])[N:7]=[CH:6][C:5]=2[N:11]=1.[C:15]([O:19][C:20]([N:22]1[CH2:25][CH:24]([OH:26])[CH2:23]1)=[O:21])([CH3:18])([CH3:17])[CH3:16].C(=O)([O-])[O-].[Cs+].[Cs+], predict the reaction product. The product is: [C:15]([O:19][C:20]([N:22]1[CH2:25][CH:24]([O:26][C:2]2[N:3]([CH:12]([CH3:14])[CH3:13])[C:4]3[CH:9]=[C:8]([Cl:10])[N:7]=[CH:6][C:5]=3[N:11]=2)[CH2:23]1)=[O:21])([CH3:18])([CH3:16])[CH3:17].